This data is from Full USPTO retrosynthesis dataset with 1.9M reactions from patents (1976-2016). The task is: Predict the reactants needed to synthesize the given product. Given the product [CH3:1][O:2][C:3]1[C:12]2[C:7](=[CH:8][CH:9]=[C:10]([C:13]([NH:40][CH2:39][C:38]3[CH:37]=[CH:36][C:35]([C:34]([F:33])([F:43])[F:44])=[CH:42][CH:41]=3)=[O:15])[CH:11]=2)[N:6]=[C:5]([CH2:16][CH2:17][CH3:18])[CH:4]=1, predict the reactants needed to synthesize it. The reactants are: [CH3:1][O:2][C:3]1[C:12]2[C:7](=[CH:8][CH:9]=[C:10]([C:13]([OH:15])=O)[CH:11]=2)[N:6]=[C:5]([CH2:16][CH2:17][CH3:18])[CH:4]=1.C(Cl)CCl.C1C=CC2N(O)N=NC=2C=1.[F:33][C:34]([F:44])([F:43])[C:35]1[CH:42]=[CH:41][C:38]([CH2:39][NH2:40])=[CH:37][CH:36]=1.